The task is: Predict the product of the given reaction.. This data is from Forward reaction prediction with 1.9M reactions from USPTO patents (1976-2016). (1) Given the reactants [Cl:1][C:2]1[CH:7]=[CH:6][C:5]([C@:8]2([CH3:21])[CH2:12][O:11]C(=O)[N:9]2[C:14]([O:16][C:17]([CH3:20])([CH3:19])[CH3:18])=[O:15])=[CH:4][CH:3]=1.C(=O)([O-])[O-].[K+].[K+], predict the reaction product. The product is: [Cl:1][C:2]1[CH:7]=[CH:6][C:5]([C@:8]([NH:9][C:14](=[O:15])[O:16][C:17]([CH3:20])([CH3:19])[CH3:18])([CH3:21])[CH2:12][OH:11])=[CH:4][CH:3]=1. (2) Given the reactants [C:1]([OH:9])(=O)[C:2]1[CH:7]=[CH:6][CH:5]=[CH:4][CH:3]=1.C(OC(=O)[C:14]([C:30]#[N:31])=[C:15]([C:23]1[CH:28]=[CH:27][C:26]([Cl:29])=[CH:25][CH:24]=1)[C:16]1[CH:21]=[CH:20][C:19]([Cl:22])=[CH:18][CH:17]=1)C.C(Cl)CCl.C1C=CC2N(O)N=NC=2C=1.CCN(C(C)C)C(C)C, predict the reaction product. The product is: [Cl:22][C:19]1[CH:20]=[CH:21][C:16]([CH:15]([C:23]2[CH:24]=[CH:25][C:26]([Cl:29])=[CH:27][CH:28]=2)[CH2:14][CH2:30][NH:31][C:1](=[O:9])[C:2]2[CH:3]=[CH:4][CH:5]=[CH:6][CH:7]=2)=[CH:17][CH:18]=1. (3) Given the reactants [OH:1][N:2]=[C:3]([NH2:10])[C:4]1[CH:9]=[CH:8][CH:7]=[N:6][CH:5]=1.[Cl:11][C:12]1[C:20]([F:21])=[CH:19][C:15]([C:16](O)=O)=[C:14]([F:22])[CH:13]=1.N, predict the reaction product. The product is: [Cl:11][C:12]1[C:20]([F:21])=[CH:19][C:15]([C:16]2[O:1][N:2]=[C:3]([C:4]3[CH:5]=[N:6][CH:7]=[CH:8][CH:9]=3)[N:10]=2)=[C:14]([F:22])[CH:13]=1. (4) Given the reactants [C:1]([N:8]1[CH:12]=[CH:11][N:10]=[CH:9]1)([N:3]1[CH:7]=[CH:6]N=[CH:4]1)=[O:2].NC1[S:15]C=CN=1.CCN(C(C)C)C(C)C.[CH3:28][C:29]1[C:30]([CH2:35][N:36]([CH2:43][C:44]2[C:49]([CH3:50])=[CH:48][CH:47]=[CH:46][N:45]=2)[CH:37]2CCNC[CH2:38]2)=[N:31][CH:32]=[CH:33][CH:34]=1, predict the reaction product. The product is: [S:15]1[CH:12]=[CH:11][N:10]=[C:9]1[NH:8][C:1]([N:3]1[CH2:4][CH2:38][CH:37]([N:36]([CH2:43][C:44]2[C:49]([CH3:50])=[CH:48][CH:47]=[CH:46][N:45]=2)[CH2:35][C:30]2[C:29]([CH3:28])=[CH:34][CH:33]=[CH:32][N:31]=2)[CH2:6][CH2:7]1)=[O:2]. (5) Given the reactants [NH2:1][C:2]1[N:7]=[CH:6][C:5]([CH:8]2[CH2:13][CH2:12][N:11]([C:14]([O:16][C:17]([CH3:20])([CH3:19])[CH3:18])=[O:15])[CH2:10][CH2:9]2)=[CH:4][CH:3]=1.Br[C:22]1[C:23](=[O:30])[N:24]([CH3:29])[CH:25]=[C:26]([Br:28])[CH:27]=1.C(=O)([O-])[O-].[Cs+].[Cs+].CC1(C)C2C(=C(P(C3C=CC=CC=3)C3C=CC=CC=3)C=CC=2)OC2C(P(C3C=CC=CC=3)C3C=CC=CC=3)=CC=CC1=2, predict the reaction product. The product is: [Br:28][C:26]1[CH:27]=[C:22]([NH:1][C:2]2[N:7]=[CH:6][C:5]([C:8]3[CH2:13][CH2:12][N:11]([C:14]([O:16][C:17]([CH3:20])([CH3:19])[CH3:18])=[O:15])[CH2:10][CH:9]=3)=[CH:4][CH:3]=2)[C:23](=[O:30])[N:24]([CH3:29])[CH:25]=1. (6) The product is: [CH:1]1([N:6]2[CH2:12][C:11]([F:13])([F:14])[C:10](=[O:15])[N:9]([CH3:16])[C:8]3[CH:17]=[N:18][C:19]([NH:21][C:22]4[CH:30]=[CH:29][C:25]([C:26]([NH:63][CH:60]5[CH2:61][CH2:62][N:57]([CH3:56])[CH2:58][CH2:59]5)=[O:27])=[C:24]([F:31])[CH:23]=4)=[N:20][C:7]2=3)[CH2:5][CH2:4][CH2:3][CH2:2]1. Given the reactants [CH:1]1([N:6]2[CH2:12][C:11]([F:14])([F:13])[C:10](=[O:15])[N:9]([CH3:16])[C:8]3[CH:17]=[N:18][C:19]([NH:21][C:22]4[CH:30]=[CH:29][C:25]([C:26](O)=[O:27])=[C:24]([F:31])[CH:23]=4)=[N:20][C:7]2=3)[CH2:5][CH2:4][CH2:3][CH2:2]1.CN(C(ON1N=NC2C=CC=NC1=2)=[N+](C)C)C.F[P-](F)(F)(F)(F)F.[CH3:56][N:57]1[CH2:62][CH2:61][CH:60]([NH2:63])[CH2:59][CH2:58]1, predict the reaction product. (7) Given the reactants [F:1][C:2]1[CH:7]=[C:6]([CH:8]2OC(C)(C)C(C)(C)O2)[CH:5]=[CH:4][C:3]=1[C:17]1[CH:26]=[N:25][C:24]2[NH:23][CH2:22][CH2:21][O:20][C:19]=2[CH:18]=1.Br[C:28]1[CH:33]=[CH:32][CH:31]=C[C:29]=1[S:34]([N:37]1[CH2:42][CH2:41][CH2:40][CH2:39][CH2:38]1)(=[O:36])=[O:35], predict the reaction product. The product is: [F:1][C:2]1[CH:7]=[C:6]([C:8]2[CH:31]=[CH:32][CH:33]=[CH:28][C:29]=2[S:34]([N:37]2[CH2:42][CH2:41][CH2:40][CH2:39][CH2:38]2)(=[O:36])=[O:35])[CH:5]=[CH:4][C:3]=1[C:17]1[CH:26]=[N:25][C:24]2[NH:23][CH2:22][CH2:21][O:20][C:19]=2[CH:18]=1. (8) Given the reactants [CH2:1]([N:8]1[CH2:14][CH:13]([C:15](=O)[CH3:16])[C:10]2([CH2:12][CH2:11]2)[CH2:9]1)[C:2]1[CH:7]=[CH:6][CH:5]=[CH:4][CH:3]=1.Cl.[NH2:19][OH:20], predict the reaction product. The product is: [CH2:1]([N:8]1[CH2:14][CH:13]([C:15](=[N:19][OH:20])[CH3:16])[C:10]2([CH2:12][CH2:11]2)[CH2:9]1)[C:2]1[CH:7]=[CH:6][CH:5]=[CH:4][CH:3]=1.